Dataset: Full USPTO retrosynthesis dataset with 1.9M reactions from patents (1976-2016). Task: Predict the reactants needed to synthesize the given product. Given the product [Cl:21][C:22]([F:33])([F:32])[C:23]([NH:1][C:2]1[CH:7]=[N:6][C:5]([C:8]2[N:13]=[C:12]([OH:14])[CH:11]=[C:10]([C:15]([F:18])([F:17])[F:16])[N:9]=2)=[CH:4][CH:3]=1)=[O:24], predict the reactants needed to synthesize it. The reactants are: [NH2:1][C:2]1[CH:3]=[CH:4][C:5]([C:8]2[N:13]=[C:12]([OH:14])[CH:11]=[C:10]([C:15]([F:18])([F:17])[F:16])[N:9]=2)=[N:6][CH:7]=1.[H-].[Na+].[Cl:21][C:22]([F:33])([F:32])[C:23](O[C:23](=[O:24])[C:22]([F:33])([F:32])[Cl:21])=[O:24].